This data is from M1 muscarinic receptor agonist screen with 61,833 compounds. The task is: Binary Classification. Given a drug SMILES string, predict its activity (active/inactive) in a high-throughput screening assay against a specified biological target. (1) The drug is S(=O)(=O)(NC(Cc1ccccc1)C(=O)N(CCCC)C)c1cc2CCC(=O)Nc2cc1. The result is 0 (inactive). (2) The drug is S(c1n(c(nn1)Cc1[nH]c(=O)[nH]c(=O)c1)c1ccc(F)cc1)CC. The result is 0 (inactive). (3) The drug is S(c1n(c(nn1)C(C)C)CCC)CC(=O)NCc1occc1. The result is 0 (inactive).